The task is: Predict the product of the given reaction.. This data is from Forward reaction prediction with 1.9M reactions from USPTO patents (1976-2016). (1) Given the reactants Cl[C:2]1[N:7]2[N:8]=[CH:9][N:10]=[C:6]2[N:5]=[C:4]([CH2:11][CH3:12])[C:3]=1[CH2:13][CH2:14][CH2:15][CH2:16][C:17]([F:21])=[C:18]([F:20])[F:19].[NH3:22], predict the reaction product. The product is: [CH2:11]([C:4]1[C:3]([CH2:13][CH2:14][CH2:15][CH2:16][C:17]([F:21])=[C:18]([F:20])[F:19])=[C:2]([NH2:22])[N:7]2[N:8]=[CH:9][N:10]=[C:6]2[N:5]=1)[CH3:12]. (2) Given the reactants [Cl:1][C:2]1[C:3]([CH3:54])=[C:4]([C:10]2[C:18]3[C:17]([O:19][C@H:20]([CH2:26][C:27]4[CH:32]=[CH:31][CH:30]=[CH:29][C:28]=4[O:33][CH2:34][C:35]4[CH:40]=[CH:39][N:38]=[C:37]([O:41][CH3:42])[N:36]=4)[C:21]([O:23][CH2:24][CH3:25])=[O:22])=[N:16][CH:15]=[N:14][C:13]=3[S:12][C:11]=2[C:43]2[CH:48]=[CH:47][C:46]([F:49])=[C:45]([O:50]COC)[CH:44]=2)[CH:5]=[CH:6][C:7]=1[O:8][CH3:9].C([O-])(O)=O.[Na+], predict the reaction product. The product is: [Cl:1][C:2]1[C:3]([CH3:54])=[C:4]([C:10]2[C:18]3[C:17]([O:19][C@H:20]([CH2:26][C:27]4[CH:32]=[CH:31][CH:30]=[CH:29][C:28]=4[O:33][CH2:34][C:35]4[CH:40]=[CH:39][N:38]=[C:37]([O:41][CH3:42])[N:36]=4)[C:21]([O:23][CH2:24][CH3:25])=[O:22])=[N:16][CH:15]=[N:14][C:13]=3[S:12][C:11]=2[C:43]2[CH:48]=[CH:47][C:46]([F:49])=[C:45]([OH:50])[CH:44]=2)[CH:5]=[CH:6][C:7]=1[O:8][CH3:9]. (3) Given the reactants [F:1][C:2]1[CH:3]=[C:4]([CH:6]=[C:7]([F:10])[C:8]=1[F:9])[NH2:5].CCN(C(C)C)C(C)C.Cl[C:21](Cl)([O:23]C(=O)OC(Cl)(Cl)Cl)Cl.[CH3:32][C@H:33]1[CH2:38][N:37]2[N:39]=[CH:40][C:41]([N:42]3[C:46](=[O:47])[CH2:45][CH:44]([NH:48][C:49](=[O:55])[O:50][C:51]([CH3:54])([CH3:53])[CH3:52])[CH2:43]3)=[C:36]2[CH2:35][NH:34]1, predict the reaction product. The product is: [CH3:32][C@H:33]1[CH2:38][N:37]2[N:39]=[CH:40][C:41]([N:42]3[C:46](=[O:47])[CH2:45][CH:44]([NH:48][C:49](=[O:55])[O:50][C:51]([CH3:54])([CH3:53])[CH3:52])[CH2:43]3)=[C:36]2[CH2:35][N:34]1[C:21](=[O:23])[NH:5][C:4]1[CH:3]=[C:2]([F:1])[C:8]([F:9])=[C:7]([F:10])[CH:6]=1. (4) The product is: [OH:10][C:6]1[N:5]=[C:4]([CH3:11])[CH:3]=[C:2]([O:13][CH3:12])[C:7]=1[C:8]#[N:9]. Given the reactants Cl[C:2]1[C:7]([C:8]#[N:9])=[C:6]([OH:10])[N:5]=[C:4]([CH3:11])[CH:3]=1.[CH3:12][O-:13].[Na+], predict the reaction product. (5) The product is: [NH:1]1[C:9]2[C:4](=[C:5]([CH2:10][N:11]([CH3:12])[C:14]3[N:19]=[C:18]([NH:20][C:21]4[CH:22]=[C:23]([CH:26]5[CH2:28][CH2:27]5)[NH:24][N:25]=4)[CH:17]=[CH:16][N:15]=3)[CH:6]=[CH:7][CH:8]=2)[CH:3]=[CH:2]1. Given the reactants [NH:1]1[C:9]2[C:4](=[C:5]([CH2:10][NH:11][CH3:12])[CH:6]=[CH:7][CH:8]=2)[CH:3]=[CH:2]1.Cl[C:14]1[N:19]=[C:18]([NH:20][C:21]2[NH:25][N:24]=[C:23]([CH:26]3[CH2:28][CH2:27]3)[CH:22]=2)[CH:17]=[CH:16][N:15]=1.CCN(C(C)C)C(C)C, predict the reaction product.